From a dataset of Catalyst prediction with 721,799 reactions and 888 catalyst types from USPTO. Predict which catalyst facilitates the given reaction. (1) Reactant: [CH:1]([NH:3][CH:4]([CH2:13][CH3:14])[C:5]([C:7]1[CH:8]=[N:9][CH:10]=[CH:11][CH:12]=1)=O)=O.C([O-])(=O)C.[NH4+:19].N. Product: [CH2:13]([C:4]1[NH:3][CH:1]=[N:19][C:5]=1[C:7]1[CH:8]=[N:9][CH:10]=[CH:11][CH:12]=1)[CH3:14]. The catalyst class is: 15. (2) Product: [OH:20][C:18]1[CH:17]=[CH:16][C:14]2[N:15]=[C:10]([C:7]3[CH:8]=[CH:9][C:4]([C:1]([OH:3])=[O:2])=[CH:5][CH:6]=3)[N:11]=[N:12][C:13]=2[CH:19]=1. Reactant: [C:1]([C:4]1[CH:9]=[CH:8][C:7]([C:10]2[N:11]=[N+:12]([O-])[C:13]3[CH:19]=[C:18]([OH:20])[CH:17]=[CH:16][C:14]=3[N:15]=2)=[CH:6][CH:5]=1)([OH:3])=[O:2].[O-]S(S([O-])=O)=O.[Na+].[Na+]. The catalyst class is: 40. (3) Reactant: [CH2:1]=[CH:2][C:3]1[CH:8]=[CH:7][CH:6]=[CH:5][CH:4]=1. Product: [CH2:1]=[CH:2][CH:3]=[CH2:4].[CH2:1]=[CH:2][C:3](=[CH2:4])[CH3:8].[CH2:1]=[CH:2][C:3]1[CH:8]=[CH:7][CH:6]=[CH:5][CH:4]=1.[CH2:1]=[CH:2][C:3](=[CH2:4])[CH3:8].[CH2:1]=[CH:2][C:3]1[CH:8]=[CH:7][CH:6]=[CH:5][CH:4]=1. The catalyst class is: 244. (4) Reactant: [CH3:1][O-:2].[Na+].[NH2:4][C:5]1[CH:10]=[C:9]([Cl:11])[N:8]=[C:7](Cl)[N:6]=1. Product: [NH2:4][C:5]1[CH:10]=[C:9]([Cl:11])[N:8]=[C:7]([O:2][CH3:1])[N:6]=1. The catalyst class is: 5.